From a dataset of Catalyst prediction with 721,799 reactions and 888 catalyst types from USPTO. Predict which catalyst facilitates the given reaction. (1) Reactant: CCN(C(C)C)C(C)C.Cl[C:11]1[C:12]2[S:28][C:27]([NH2:29])=[N:26][C:13]=2[N:14]=[C:15]([S:17][C@H:18]([C:20]2[CH:25]=[CH:24][CH:23]=[CH:22][CH:21]=2)[CH3:19])[N:16]=1.[NH2:30][C@H:31]([CH2:34][C:35]([F:38])([CH3:37])[CH3:36])[CH2:32][OH:33]. Product: [NH2:29][C:27]1[S:28][C:12]2[C:11]([NH:30][C@H:31]([CH2:34][C:35]([F:38])([CH3:37])[CH3:36])[CH2:32][OH:33])=[N:16][C:15]([S:17][C@H:18]([C:20]3[CH:25]=[CH:24][CH:23]=[CH:22][CH:21]=3)[CH3:19])=[N:14][C:13]=2[N:26]=1. The catalyst class is: 37. (2) Reactant: [CH2:1]([C:5]([C:14]1[CH:19]=[CH:18][CH:17]=[CH:16][CH:15]=1)([CH2:10]/[CH:11]=[CH:12]/[CH3:13])[C:6]([O:8][CH3:9])=[O:7])/[CH:2]=[CH:3]/[CH3:4].[H][H]. Product: [CH2:1]([C:5]([C:14]1[CH:15]=[CH:16][CH:17]=[CH:18][CH:19]=1)([CH2:10][CH2:11][CH2:12][CH3:13])[C:6]([O:8][CH3:9])=[O:7])[CH2:2][CH2:3][CH3:4]. The catalyst class is: 458.